This data is from Reaction yield outcomes from USPTO patents with 853,638 reactions. The task is: Predict the reaction yield, written as a fraction of the theoretical maximum amount of product (1.0 means a 100% yield; for example, 0.34 means a 34% yield). (1) The reactants are N[C:2]1[CH:11]=[CH:10][C:9]2[C:4](=[CH:5][C:6]([Br:12])=[CH:7][CH:8]=2)[CH:3]=1.Cl.N([O-])=O.[Na+].[F:18][B-](F)(F)F.[Na+]. The catalyst is C(OC)(C)(C)C.C(OCC)C. The product is [Br:12][C:6]1[CH:5]=[C:4]2[C:9]([CH:10]=[CH:11][CH:2]=[C:3]2[F:18])=[CH:8][CH:7]=1. The yield is 0.850. (2) The reactants are [CH3:1][O:2][C:3]1[CH:4]=[C:5]([C:11]2[N:16]=[C:15]([N:17]3[CH2:21][CH2:20][CH2:19][CH2:18]3)[N:14]=[C:13]([C:22](OC)=[O:23])[CH:12]=2)[CH:6]=[CH:7][C:8]=1[O:9][CH3:10].[BH4-].[Na+]. No catalyst specified. The product is [CH3:1][O:2][C:3]1[CH:4]=[C:5]([C:11]2[N:16]=[C:15]([N:17]3[CH2:18][CH2:19][CH2:20][CH2:21]3)[N:14]=[C:13]([CH2:22][OH:23])[CH:12]=2)[CH:6]=[CH:7][C:8]=1[O:9][CH3:10]. The yield is 0.940. (3) The reactants are COC(=O)[NH:4][CH:5]1[CH2:10][CH2:9][CH2:8][CH:7]([N:11]2[C:20]3[CH:19]=[CH:18][CH:17]=[C:16]([Cl:21])[C:15]=3[C:14]3=[N:22][O:23][C:24]([CH3:25])=[C:13]3[C:12]2=[O:26])[CH2:6]1.C[Si]([I:32])(C)C.CO. The catalyst is ClCCl. The product is [IH:32].[NH2:4][CH:5]1[CH2:10][CH2:9][CH2:8][CH:7]([N:11]2[C:20]3[CH:19]=[CH:18][CH:17]=[C:16]([Cl:21])[C:15]=3[C:14]3=[N:22][O:23][C:24]([CH3:25])=[C:13]3[C:12]2=[O:26])[CH2:6]1. The yield is 1.00. (4) The reactants are Cl[C:2]1[CH:7]=[CH:6][N:5]=[C:4]2[CH:8]=[CH:9][S:10][C:3]=12.C(=O)([O-])[O-].[K+].[K+].[F:17][C:18]1[CH:23]=[C:22]([N+:24]([O-:26])=[O:25])[CH:21]=[CH:20][C:19]=1[OH:27]. The catalyst is C1(OC2C=CC=CC=2)C=CC=CC=1.CCOC(C)=O. The product is [F:17][C:18]1[CH:23]=[C:22]([N+:24]([O-:26])=[O:25])[CH:21]=[CH:20][C:19]=1[O:27][C:2]1[CH:7]=[CH:6][N:5]=[C:4]2[CH:8]=[CH:9][S:10][C:3]=12. The yield is 0.760. (5) The reactants are Br[C:2]1[CH:22]=[CH:21][C:5]2[NH:6][C:7]([CH2:9][O:10][C:11]3[CH:16]=[CH:15][C:14]([C:17]([F:20])([F:19])[F:18])=[CH:13][CH:12]=3)=[N:8][C:4]=2[CH:3]=1.[CH3:23][O:24][C:25]([C:27]1[CH:32]=[CH:31][CH:30]=[CH:29][C:28]=1B(O)O)=[O:26].C(=O)([O-])[O-].[Na+].[Na+]. The catalyst is COCCOC.O. The product is [CH3:23][O:24][C:25](=[O:26])[C:27]1[CH:32]=[CH:31][CH:30]=[CH:29][C:28]=1[C:2]1[CH:22]=[CH:21][C:5]2[NH:6][C:7]([CH2:9][O:10][C:11]3[CH:16]=[CH:15][C:14]([C:17]([F:20])([F:19])[F:18])=[CH:13][CH:12]=3)=[N:8][C:4]=2[CH:3]=1. The yield is 0.860. (6) The reactants are [Br:1][C:2]1[C:7](=[O:8])[N:6]([CH3:9])[N:5]=[C:4]([C:10]([O:12]C)=O)[C:3]=1[NH:14][C:15]1[CH:20]=[CH:19][C:18]([Br:21])=[CH:17][C:16]=1[F:22].[CH:23]1([CH2:26][O:27][NH2:28])[CH2:25][CH2:24]1. No catalyst specified. The product is [Br:1][C:2]1[C:7](=[O:8])[N:6]([CH3:9])[N:5]=[C:4]([C:10]([NH:28][O:27][CH2:26][CH:23]2[CH2:25][CH2:24]2)=[O:12])[C:3]=1[NH:14][C:15]1[CH:20]=[CH:19][C:18]([Br:21])=[CH:17][C:16]=1[F:22]. The yield is 0.400.